Dataset: NCI-60 drug combinations with 297,098 pairs across 59 cell lines. Task: Regression. Given two drug SMILES strings and cell line genomic features, predict the synergy score measuring deviation from expected non-interaction effect. (1) Drug 1: CC1C(C(=O)NC(C(=O)N2CCCC2C(=O)N(CC(=O)N(C(C(=O)O1)C(C)C)C)C)C(C)C)NC(=O)C3=C4C(=C(C=C3)C)OC5=C(C(=O)C(=C(C5=N4)C(=O)NC6C(OC(=O)C(N(C(=O)CN(C(=O)C7CCCN7C(=O)C(NC6=O)C(C)C)C)C)C(C)C)C)N)C. Drug 2: CC1=C(C(CCC1)(C)C)C=CC(=CC=CC(=CC(=O)O)C)C. Cell line: HCC-2998. Synergy scores: CSS=29.2, Synergy_ZIP=5.13, Synergy_Bliss=7.39, Synergy_Loewe=-21.4, Synergy_HSA=3.84. (2) Drug 1: C1=NC2=C(N=C(N=C2N1C3C(C(C(O3)CO)O)F)Cl)N. Drug 2: CS(=O)(=O)OCCCCOS(=O)(=O)C. Cell line: DU-145. Synergy scores: CSS=4.48, Synergy_ZIP=2.90, Synergy_Bliss=6.50, Synergy_Loewe=5.41, Synergy_HSA=2.03. (3) Drug 1: CC1OCC2C(O1)C(C(C(O2)OC3C4COC(=O)C4C(C5=CC6=C(C=C35)OCO6)C7=CC(=C(C(=C7)OC)O)OC)O)O. Drug 2: CC=C1C(=O)NC(C(=O)OC2CC(=O)NC(C(=O)NC(CSSCCC=C2)C(=O)N1)C(C)C)C(C)C. Cell line: SK-OV-3. Synergy scores: CSS=44.3, Synergy_ZIP=-1.41, Synergy_Bliss=1.41, Synergy_Loewe=-23.0, Synergy_HSA=2.58. (4) Drug 1: CC(CN1CC(=O)NC(=O)C1)N2CC(=O)NC(=O)C2. Drug 2: CC(C)(C#N)C1=CC(=CC(=C1)CN2C=NC=N2)C(C)(C)C#N. Cell line: T-47D. Synergy scores: CSS=4.41, Synergy_ZIP=-0.940, Synergy_Bliss=-0.0171, Synergy_Loewe=1.02, Synergy_HSA=0.568. (5) Drug 1: CC1=C(C=C(C=C1)C(=O)NC2=CC(=CC(=C2)C(F)(F)F)N3C=C(N=C3)C)NC4=NC=CC(=N4)C5=CN=CC=C5. Drug 2: CCCCC(=O)OCC(=O)C1(CC(C2=C(C1)C(=C3C(=C2O)C(=O)C4=C(C3=O)C=CC=C4OC)O)OC5CC(C(C(O5)C)O)NC(=O)C(F)(F)F)O. Cell line: HT29. Synergy scores: CSS=31.5, Synergy_ZIP=-0.837, Synergy_Bliss=-0.208, Synergy_Loewe=-8.27, Synergy_HSA=-0.764.